The task is: Predict the reactants needed to synthesize the given product.. This data is from Full USPTO retrosynthesis dataset with 1.9M reactions from patents (1976-2016). (1) Given the product [C:1]([C:3]1[CH:4]=[C:5]([N:9]([CH2:15][C:16]2[C:17]([CH3:27])=[N:18][O:19][C:20]=2[C:21]2[CH:22]=[CH:23][CH:24]=[CH:25][CH:26]=2)[C:10](=[O:13])[CH2:11][CH3:12])[CH:6]=[CH:7][CH:8]=1)#[N:2], predict the reactants needed to synthesize it. The reactants are: [C:1]([C:3]1[CH:4]=[C:5]([NH:9][C:10](=[O:13])[CH2:11][CH3:12])[CH:6]=[CH:7][CH:8]=1)#[N:2].Br[CH2:15][C:16]1[C:17]([CH3:27])=[N:18][O:19][C:20]=1[C:21]1[CH:26]=[CH:25][CH:24]=[CH:23][CH:22]=1. (2) Given the product [C:1]([O:5][C:6]([N:8]1[CH2:13][CH2:12][CH2:11][CH:10]([C:14](=[O:16])[NH:20][C:19]2[CH:21]=[CH:22][CH:23]=[CH:24][C:18]=2[Br:17])[CH2:9]1)=[O:7])([CH3:2])([CH3:3])[CH3:4], predict the reactants needed to synthesize it. The reactants are: [C:1]([O:5][C:6]([N:8]1[CH2:13][CH2:12][CH2:11][CH:10]([C:14]([OH:16])=O)[CH2:9]1)=[O:7])([CH3:4])([CH3:3])[CH3:2].[Br:17][C:18]1[CH:24]=[CH:23][CH:22]=[CH:21][C:19]=1[NH2:20].